The task is: Predict the reaction yield, written as a fraction of the theoretical maximum amount of product (1.0 means a 100% yield; for example, 0.34 means a 34% yield).. This data is from Reaction yield outcomes from USPTO patents with 853,638 reactions. (1) The reactants are [ClH:1].[CH2:2]1[CH2:7][CH:6]([CH:8]([C:15]([OH:17])=[O:16])[C:9]2[CH:14]=[CH:13][CH:12]=[CH:11][CH:10]=2)[NH:5][CH2:4][CH2:3]1.[CH:18](OC)(OC)OC. The catalyst is CO. The product is [CH3:18][O:16][C:15]([C@@H:8]([C:9]1[CH:10]=[CH:11][CH:12]=[CH:13][CH:14]=1)[C@H:6]1[NH:5][CH2:4][CH2:3][CH2:2][CH2:7]1)=[O:17].[ClH:1]. The yield is 0.939. (2) The reactants are [NH2:1][C:2]1[CH:3]=[C:4]2[C:20](=[O:21])[NH:19][N:18]=[CH:17][C:6]3=[C:7]([C:11]4[CH:16]=[CH:15][CH:14]=[CH:13][CH:12]=4)[NH:8][C:9]([CH:10]=1)=[C:5]23.[C:22]1(/[CH:28]=[CH:29]/[CH2:30][C:31](O)=[O:32])[CH:27]=[CH:26][CH:25]=[CH:24][CH:23]=1.C(N(CC)CC)C.F[P-](F)(F)(F)(F)F.N1(OC(N(C)C)=[N+](C)C)C2N=CC=CC=2N=N1. The catalyst is C(Cl)Cl.CN(C)C=O. The product is [O:21]=[C:20]1[C:4]2[C:5]3[C:6](=[C:7]([C:11]4[CH:12]=[CH:13][CH:14]=[CH:15][CH:16]=4)[NH:8][C:9]=3[CH:10]=[C:2]([NH:1][C:31](=[O:32])[CH2:30]/[CH:29]=[CH:28]/[C:22]3[CH:27]=[CH:26][CH:25]=[CH:24][CH:23]=3)[CH:3]=2)[CH:17]=[N:18][NH:19]1. The yield is 0.680. (3) The reactants are [NH2:1][S:2]([C:5]1[CH:6]=[C:7]2[C:11](=[CH:12][CH:13]=1)[NH:10][C:9](=[O:14])[CH2:8]2)(=[O:4])=[O:3].[NH:15]1[C:23]2[C:18](=[CH:19][CH:20]=[CH:21][CH:22]=2)[CH:17]=[C:16]1[CH:24]=O.N1CCCCC1. The catalyst is C(O)C. The product is [NH:15]1[C:23]2[C:18](=[CH:19][CH:20]=[CH:21][CH:22]=2)[CH:17]=[C:16]1[CH:24]=[C:8]1[C:7]2[C:11](=[CH:12][CH:13]=[C:5]([S:2]([NH2:1])(=[O:4])=[O:3])[CH:6]=2)[NH:10][C:9]1=[O:14]. The yield is 0.830. (4) The reactants are [Cl:1][C:2]1[CH:3]=[C:4]([C@@H:12]([CH2:22][CH:23]2[CH2:27][CH2:26][CH2:25][CH2:24]2)[C:13]([NH:15][C:16]2[CH:20]=[CH:19][N:18]([CH3:21])[N:17]=2)=[O:14])[CH:5]=[CH:6][C:7]=1[S:8]([CH3:11])(=[O:10])=[O:9].C(Cl)(=O)C(Cl)=O.N1C(C)=CC=[CH:36][C:35]=1[CH3:41].C(N1C=CC(N)=N1)CCC. The catalyst is C(Cl)Cl. The product is [Cl:1][C:2]1[CH:3]=[C:4]([C@@H:12]([CH2:22][CH:23]2[CH2:24][CH2:25][CH2:26][CH2:27]2)[C:13]([NH:15][C:16]2[CH:20]=[CH:19][N:18]([CH2:21][CH2:36][CH2:35][CH3:41])[N:17]=2)=[O:14])[CH:5]=[CH:6][C:7]=1[S:8]([CH3:11])(=[O:10])=[O:9]. The yield is 0.560. (5) The reactants are N[C:2]1[CH:3]=[C:4]([C:10]([C:14]2[CH:19]=[CH:18][C:17]([O:20][CH3:21])=[C:16]([O:22][CH2:23][CH3:24])[CH:15]=2)=[CH:11][C:12]#[N:13])[CH:5]=[CH:6][C:7]=1OC.[C:25]([O-:28])([O-])=O.[Cs+].[Cs+].Cl[C:32]([O:34][CH3:35])=[O:33].C[N:37](C=O)C. The catalyst is [I-].C([N+](CCCC)(CCCC)CCCC)CCC.C(OCC)(=O)C. The product is [CH3:35][O:34][C:32](=[O:33])[NH:37][C:7]1[CH:6]=[CH:5][C:4](/[C:10](/[C:14]2[CH:19]=[CH:18][C:17]([O:20][CH3:21])=[C:16]([O:22][CH2:23][CH3:24])[CH:15]=2)=[CH:11]/[C:12]#[N:13])=[CH:3][C:2]=1[O:28][CH3:25]. The yield is 0.550.